Dataset: NCI-60 drug combinations with 297,098 pairs across 59 cell lines. Task: Regression. Given two drug SMILES strings and cell line genomic features, predict the synergy score measuring deviation from expected non-interaction effect. (1) Drug 1: COC1=NC(=NC2=C1N=CN2C3C(C(C(O3)CO)O)O)N. Drug 2: COCCOC1=C(C=C2C(=C1)C(=NC=N2)NC3=CC=CC(=C3)C#C)OCCOC.Cl. Cell line: PC-3. Synergy scores: CSS=4.25, Synergy_ZIP=3.45, Synergy_Bliss=8.40, Synergy_Loewe=2.71, Synergy_HSA=3.58. (2) Drug 1: CN(C)C1=NC(=NC(=N1)N(C)C)N(C)C. Drug 2: C1CC(C1)(C(=O)O)C(=O)O.[NH2-].[NH2-].[Pt+2]. Cell line: HCT-15. Synergy scores: CSS=15.1, Synergy_ZIP=-3.66, Synergy_Bliss=-0.843, Synergy_Loewe=-11.8, Synergy_HSA=-4.60. (3) Drug 1: CN1CCC(CC1)COC2=C(C=C3C(=C2)N=CN=C3NC4=C(C=C(C=C4)Br)F)OC. Drug 2: C1CC(=O)NC(=O)C1N2C(=O)C3=CC=CC=C3C2=O. Cell line: RXF 393. Synergy scores: CSS=10.2, Synergy_ZIP=0.243, Synergy_Bliss=5.96, Synergy_Loewe=-2.43, Synergy_HSA=4.86. (4) Drug 1: C1=CC(=CC=C1CCCC(=O)O)N(CCCl)CCCl. Drug 2: C1=CN(C=N1)CC(O)(P(=O)(O)O)P(=O)(O)O. Cell line: NCIH23. Synergy scores: CSS=37.6, Synergy_ZIP=-7.34, Synergy_Bliss=-4.95, Synergy_Loewe=-2.90, Synergy_HSA=-2.07. (5) Drug 1: CC1=C2C(C(=O)C3(C(CC4C(C3C(C(C2(C)C)(CC1OC(=O)C(C(C5=CC=CC=C5)NC(=O)OC(C)(C)C)O)O)OC(=O)C6=CC=CC=C6)(CO4)OC(=O)C)O)C)O. Drug 2: C1C(C(OC1N2C=NC3=C2NC=NCC3O)CO)O. Cell line: A549. Synergy scores: CSS=7.05, Synergy_ZIP=-2.43, Synergy_Bliss=-2.74, Synergy_Loewe=6.83, Synergy_HSA=-1.83. (6) Drug 1: CC(CN1CC(=O)NC(=O)C1)N2CC(=O)NC(=O)C2. Drug 2: CN(C)N=NC1=C(NC=N1)C(=O)N. Cell line: TK-10. Synergy scores: CSS=18.7, Synergy_ZIP=-4.15, Synergy_Bliss=1.82, Synergy_Loewe=-4.09, Synergy_HSA=0.818.